This data is from Full USPTO retrosynthesis dataset with 1.9M reactions from patents (1976-2016). The task is: Predict the reactants needed to synthesize the given product. The reactants are: [C:1]([N:4]1[C:13]2[C:8](=[CH:9][C:10]([C:14]([OH:16])=O)=[CH:11][CH:12]=2)[CH:7]([NH:17][C:18]2[CH:23]=[CH:22][C:21]([Cl:24])=[CH:20][CH:19]=2)[CH2:6][C@@H:5]1[CH3:25])(=[O:3])[CH3:2].[NH2:26][CH2:27][CH2:28][O:29][CH2:30][CH2:31][O:32][CH2:33][CH2:34][O:35][CH2:36][CH2:37][C:38]([O:40][C:41]([CH3:44])([CH3:43])[CH3:42])=[O:39]. Given the product [C:1]([N:4]1[C:13]2[C:8](=[CH:9][C:10]([C:14]([NH:26][CH2:27][CH2:28][O:29][CH2:30][CH2:31][O:32][CH2:33][CH2:34][O:35][CH2:36][CH2:37][C:38]([O:40][C:41]([CH3:44])([CH3:43])[CH3:42])=[O:39])=[O:16])=[CH:11][CH:12]=2)[C@H:7]([NH:17][C:18]2[CH:23]=[CH:22][C:21]([Cl:24])=[CH:20][CH:19]=2)[CH2:6][C@@H:5]1[CH3:25])(=[O:3])[CH3:2], predict the reactants needed to synthesize it.